This data is from NCI-60 drug combinations with 297,098 pairs across 59 cell lines. The task is: Regression. Given two drug SMILES strings and cell line genomic features, predict the synergy score measuring deviation from expected non-interaction effect. (1) Drug 1: C1CCN(CC1)CCOC2=CC=C(C=C2)C(=O)C3=C(SC4=C3C=CC(=C4)O)C5=CC=C(C=C5)O. Drug 2: C1=C(C(=O)NC(=O)N1)F. Cell line: T-47D. Synergy scores: CSS=18.3, Synergy_ZIP=-11.0, Synergy_Bliss=-10.6, Synergy_Loewe=-3.11, Synergy_HSA=-2.90. (2) Drug 1: CS(=O)(=O)C1=CC(=C(C=C1)C(=O)NC2=CC(=C(C=C2)Cl)C3=CC=CC=N3)Cl. Drug 2: CC1=C(C(=O)C2=C(C1=O)N3CC4C(C3(C2COC(=O)N)OC)N4)N. Cell line: SF-268. Synergy scores: CSS=30.7, Synergy_ZIP=8.70, Synergy_Bliss=15.6, Synergy_Loewe=1.83, Synergy_HSA=12.0.